From a dataset of Forward reaction prediction with 1.9M reactions from USPTO patents (1976-2016). Predict the product of the given reaction. (1) Given the reactants [CH2:1]([O:5][C:6]1[N:10]([C:11]2[CH:16]=[CH:15][C:14]([S:17][C:18]([CH3:27])([CH3:26])[C:19]([O:21][C:22]([CH3:25])([CH3:24])[CH3:23])=[O:20])=[CH:13][CH:12]=2)[N:9]=[C:8]([C:28]([OH:30])=O)[C:7]=1[CH3:31])[CH2:2][CH2:3][CH3:4].C(Cl)(=O)C(Cl)=O.[CH3:38][C:39]1[CH:44]=[C:43]([CH3:45])[CH:42]=[CH:41][C:40]=1[NH2:46].C(N(CC)CC)C, predict the reaction product. The product is: [CH2:1]([O:5][C:6]1[N:10]([C:11]2[CH:12]=[CH:13][C:14]([S:17][C:18]([CH3:27])([CH3:26])[C:19]([O:21][C:22]([CH3:24])([CH3:23])[CH3:25])=[O:20])=[CH:15][CH:16]=2)[N:9]=[C:8]([C:28]([NH:46][C:40]2[CH:41]=[CH:42][C:43]([CH3:45])=[CH:44][C:39]=2[CH3:38])=[O:30])[C:7]=1[CH3:31])[CH2:2][CH2:3][CH3:4]. (2) Given the reactants Cl.C(N=C=NCCCN(C)C)C.O.ON1C2C=CC=CC=2N=N1.[C:24]([C:32]1[CH:58]=[CH:57][C:35]2[N:36]=[C:37]([C:39]3[C:40]([CH3:56])=[C:41]([C:45]([N:47]4[CH2:52][CH2:51][CH:50]([C:53]([OH:55])=O)[CH2:49][CH2:48]4)=[O:46])[NH:42][C:43]=3[CH3:44])[NH:38][C:34]=2[CH:33]=1)(=[O:31])[C:25]1[CH:30]=[CH:29][CH:28]=[CH:27][CH:26]=1.[CH3:59][N:60]([CH3:64])[CH2:61][CH2:62][NH2:63], predict the reaction product. The product is: [CH3:59][N:60]([CH2:61][CH2:62][NH:63][C:53]([CH:50]1[CH2:51][CH2:52][N:47]([C:45]([C:41]2[NH:42][C:43]([CH3:44])=[C:39]([C:37]3[NH:38][C:34]4[CH:33]=[C:32]([C:24](=[O:31])[C:25]5[CH:26]=[CH:27][CH:28]=[CH:29][CH:30]=5)[CH:58]=[CH:57][C:35]=4[N:36]=3)[C:40]=2[CH3:56])=[O:46])[CH2:48][CH2:49]1)=[O:55])[CH3:64]. (3) Given the reactants [F:1][C:2]1[CH:7]=[C:6]([O:8][C:9]2[CH:14]=[CH:13][N:12]=[C:11]([NH:15][C:16]([N:18]3[CH2:21][CH:20]([OH:22])[CH2:19]3)=[O:17])[CH:10]=2)[C:5]([F:23])=[CH:4][C:3]=1[NH:24][C:25]([C:27]1([C:30]([O:32]CC2C=CC=CC=2)=[O:31])[CH2:29][CH2:28]1)=[O:26].CO.[H][H].[CH2:44]([N:46]([CH2:49][CH3:50])[CH2:47][CH3:48])[CH3:45], predict the reaction product. The product is: [CH2:44]([N:46]([CH2:49][CH3:50])[CH2:47][CH3:48])[CH3:45].[F:1][C:2]1[CH:7]=[C:6]([O:8][C:9]2[CH:14]=[CH:13][N:12]=[C:11]([NH:15][C:16]([N:18]3[CH2:19][CH:20]([OH:22])[CH2:21]3)=[O:17])[CH:10]=2)[C:5]([F:23])=[CH:4][C:3]=1[NH:24][C:25]([C:27]1([C:30]([OH:32])=[O:31])[CH2:29][CH2:28]1)=[O:26].